Task: Predict which catalyst facilitates the given reaction.. Dataset: Catalyst prediction with 721,799 reactions and 888 catalyst types from USPTO (1) Reactant: [C:1]1([S:7][C:8]2[CH:13]=[CH:12][CH:11]=[CH:10][CH:9]=2)[CH:6]=[CH:5][CH:4]=[CH:3][CH:2]=1.Cl[O-].[Na+].S([O-])([O-])=[O:18].[Na+].[Na+].[OH2:23]. Product: [C:8]1([S:7]([C:1]2[CH:2]=[CH:3][CH:4]=[CH:5][CH:6]=2)=[O:18])[CH:9]=[CH:10][CH:11]=[CH:12][CH:13]=1.[C:8]1([S:7]([C:1]2[CH:2]=[CH:3][CH:4]=[CH:5][CH:6]=2)(=[O:18])=[O:23])[CH:9]=[CH:10][CH:11]=[CH:12][CH:13]=1. The catalyst class is: 11. (2) Reactant: [CH3:1][N:2]1[CH:6]=[CH:5][N:4]=[C:3]1[C:7]([C:9]1[CH:14]=[CH:13][CH:12]=[CH:11][CH:10]=1)=O.Cl.[NH2:16][OH:17]. Product: [OH:17][N:16]=[C:7]([C:3]1[N:2]([CH3:1])[CH:6]=[CH:5][N:4]=1)[C:9]1[CH:14]=[CH:13][CH:12]=[CH:11][CH:10]=1. The catalyst class is: 17. (3) Reactant: [Cl:1][C:2]1[CH:8]=[C:7]([O:9][C:10]2[C:19]3[C:14](=[CH:15][C:16]([O:22][CH3:23])=[C:17]([O:20][CH3:21])[CH:18]=3)[N:13]=[CH:12][N:11]=2)[CH:6]=[CH:5][C:3]=1[NH2:4].C(N(CC)CC)C.ClC(Cl)(O[C:35](=[O:41])OC(Cl)(Cl)Cl)Cl.[CH2:43]([N:45]([C:49]1[CH:54]=[CH:53][CH:52]=[C:51]([CH3:55])[CH:50]=1)[CH2:46][CH2:47][NH2:48])[CH3:44]. Product: [Cl:1][C:2]1[CH:8]=[C:7]([O:9][C:10]2[C:19]3[C:14](=[CH:15][C:16]([O:22][CH3:23])=[C:17]([O:20][CH3:21])[CH:18]=3)[N:13]=[CH:12][N:11]=2)[CH:6]=[CH:5][C:3]=1[NH:4][C:35]([NH:48][CH2:47][CH2:46][N:45]([CH2:43][CH3:44])[C:49]1[CH:54]=[CH:53][CH:52]=[C:51]([CH3:55])[CH:50]=1)=[O:41]. The catalyst class is: 146. (4) The catalyst class is: 1. Product: [CH3:22][S:23]([O:1][CH:2]1[CH2:3][CH2:4][N:5]([C:8]([O:10][C:11]([CH3:14])([CH3:13])[CH3:12])=[O:9])[CH2:6][CH2:7]1)(=[O:25])=[O:24]. Reactant: [OH:1][CH:2]1[CH2:7][CH2:6][N:5]([C:8]([O:10][C:11]([CH3:14])([CH3:13])[CH3:12])=[O:9])[CH2:4][CH2:3]1.C(N(CC)CC)C.[CH3:22][S:23](Cl)(=[O:25])=[O:24].